This data is from Reaction yield outcomes from USPTO patents with 853,638 reactions. The task is: Predict the reaction yield, written as a fraction of the theoretical maximum amount of product (1.0 means a 100% yield; for example, 0.34 means a 34% yield). (1) The reactants are [CH2:1]([N:3]1[C:11]2[C:6](=[CH:7][CH:8]=[C:9]([O:12][CH3:13])[CH:10]=2)[C:5]([C:14]#[N:15])=[C:4]1[C:16]1[CH:17]=[CH:18][C:19]2[O:24][CH2:23][C:22](=[O:25])[NH:21][C:20]=2[CH:26]=1)[CH3:2].[H-].[Na+].[CH3:29]I. The catalyst is C1COCC1. The product is [CH2:1]([N:3]1[C:11]2[C:6](=[CH:7][CH:8]=[C:9]([O:12][CH3:13])[CH:10]=2)[C:5]([C:14]#[N:15])=[C:4]1[C:16]1[CH:17]=[CH:18][C:19]2[O:24][CH2:23][C:22](=[O:25])[N:21]([CH3:29])[C:20]=2[CH:26]=1)[CH3:2]. The yield is 0.760. (2) The reactants are [C:1]([O:5][C:6](=[O:112])[CH2:7][N:8]([CH2:104][C:105](=[O:111])[O:106][C:107]([CH3:110])([CH3:109])[CH3:108])[C:9](=[O:103])[CH2:10][N:11]1[CH:15]=[CH:14][N:13]=[C:12]1[CH2:16][N:17]([CH2:77][C:78]1[N:79]([CH2:83][C:84](=[O:102])[N:85]([CH2:94][C:95](=[O:101])[O:96][C:97]([CH3:100])([CH3:99])[CH3:98])[CH2:86][C:87](=[O:93])[O:88][C:89]([CH3:92])([CH3:91])[CH3:90])[CH:80]=[CH:81][N:82]=1)[CH2:18][CH2:19][CH2:20][CH2:21][C@@H:22]([C:41](=[O:76])[NH:42][CH2:43][CH2:44][CH2:45][CH2:46][C@@H:47]([C:69]([O:71][C:72]([CH3:75])([CH3:74])[CH3:73])=[O:70])[NH:48][C:49](=[O:68])[NH:50][C@H:51]([C:61]([O:63][C:64]([CH3:67])([CH3:66])[CH3:65])=[O:62])[CH2:52][CH2:53][C:54]([O:56][C:57]([CH3:60])([CH3:59])[CH3:58])=[O:55])[NH:23]C(=O)OCC1C2C=CC=CC=2C2C1=CC=CC=2)([CH3:4])([CH3:3])[CH3:2].N1CCCCC1. The catalyst is CN(C=O)C. The product is [NH2:23][C@H:22]([C:41](=[O:76])[NH:42][CH2:43][CH2:44][CH2:45][CH2:46][C@@H:47]([C:69]([O:71][C:72]([CH3:75])([CH3:74])[CH3:73])=[O:70])[NH:48][C:49](=[O:68])[NH:50][C@H:51]([C:61]([O:63][C:64]([CH3:67])([CH3:66])[CH3:65])=[O:62])[CH2:52][CH2:53][C:54]([O:56][C:57]([CH3:60])([CH3:59])[CH3:58])=[O:55])[CH2:21][CH2:20][CH2:19][CH2:18][N:17]([CH2:77][C:78]1[N:79]([CH2:83][C:84]([N:85]([CH2:86][C:87]([O:88][C:89]([CH3:90])([CH3:91])[CH3:92])=[O:93])[CH2:94][C:95](=[O:101])[O:96][C:97]([CH3:98])([CH3:99])[CH3:100])=[O:102])[CH:80]=[CH:81][N:82]=1)[CH2:16][C:12]1[N:11]([CH2:10][C:9]([N:8]([CH2:104][C:105]([O:106][C:107]([CH3:109])([CH3:108])[CH3:110])=[O:111])[CH2:7][C:6](=[O:112])[O:5][C:1]([CH3:2])([CH3:4])[CH3:3])=[O:103])[CH:15]=[CH:14][N:13]=1. The yield is 0.250. (3) The reactants are [Cl:1][C:2]1[CH:7]=[C:6]([N+]([O-])=O)[C:5]([CH3:11])=[CH:4][C:3]=1[N+:12]([O-:14])=[O:13].[Cl:15][C:16]1[CH:17]=[C:18]([C:23](=[O:28])[C:24]([F:27])([F:26])[F:25])[CH:19]=[C:20]([Cl:22])[CH:21]=1.CCN(C(C)C)C(C)C.CCCC[N+](CCCC)(CCCC)CCCC.[F-]. The catalyst is C1COCC1.O. The product is [Cl:1][C:2]1[C:3]([N+:12]([O-:14])=[O:13])=[CH:4][C:5]2[CH2:11][C:23]([C:18]3[CH:19]=[C:20]([Cl:22])[CH:21]=[C:16]([Cl:15])[CH:17]=3)([C:24]([F:25])([F:27])[F:26])[O:28][C:6]=2[CH:7]=1. The yield is 0.370. (4) The reactants are [O:1]([C:8]1[CH:13]=[CH:12][C:11]([NH:14][C:15]2[N:20]=[CH:19][N:18]=[C:17]([NH:21][CH:22]3[CH2:26][CH2:25][N:24](C(OC(C)(C)C)=O)[CH2:23]3)[CH:16]=2)=[CH:10][CH:9]=1)[C:2]1[CH:7]=[CH:6][CH:5]=[CH:4][CH:3]=1.C(O)(C(F)(F)F)=O. The catalyst is C(Cl)Cl. The product is [O:1]([C:8]1[CH:9]=[CH:10][C:11]([NH:14][C:15]2[CH:16]=[C:17]([NH:21][CH:22]3[CH2:26][CH2:25][NH:24][CH2:23]3)[N:18]=[CH:19][N:20]=2)=[CH:12][CH:13]=1)[C:2]1[CH:7]=[CH:6][CH:5]=[CH:4][CH:3]=1. The yield is 0.324. (5) The reactants are [CH3:1][O:2][C:3](=[O:23])[C:4]1[CH:9]=[C:8]([C:10]2[O:11][CH2:12][CH2:13][CH:14]=2)[C:7]([C:15]([F:18])([F:17])[F:16])=[CH:6][C:5]=1[NH:19][C:20](=[O:22])[CH3:21]. The yield is 1.00. The catalyst is C1COCC1.[Ni]. The product is [CH3:1][O:2][C:3](=[O:23])[C:4]1[CH:9]=[C:8]([CH:10]2[CH2:14][CH2:13][CH2:12][O:11]2)[C:7]([C:15]([F:17])([F:18])[F:16])=[CH:6][C:5]=1[NH:19][C:20](=[O:22])[CH3:21]. (6) The reactants are [OH:1][C:2]1[CH:9]=[CH:8][C:5]([CH:6]=[O:7])=[CH:4][CH:3]=1.[F:10][C:11]([F:17])([F:16])[CH2:12][CH2:13][CH2:14]O.C1C=CC(P(C2C=CC=CC=2)C2C=CC=CC=2)=CC=1.CC(OC(/N=N/C(OC(C)C)=O)=O)C. The catalyst is C(Cl)Cl. The product is [F:10][C:11]([F:17])([F:16])[CH2:12][CH2:13][CH2:14][O:1][C:2]1[CH:9]=[CH:8][C:5]([CH:6]=[O:7])=[CH:4][CH:3]=1. The yield is 0.710. (7) The reactants are Cl[C:2]1[C:11]2[C:6](=[CH:7][C:8]([O:14][CH2:15][CH2:16][CH2:17][N:18]3[CH2:22][CH2:21][CH2:20][CH2:19]3)=[C:9]([O:12][CH3:13])[CH:10]=2)[N:5]=[CH:4][N:3]=1.C(=O)([O-])[O-].[K+].[K+].[OH:29][C:30]1[CH:42]=[CH:41][C:40]2[C:39]3[C:34](=[CH:35][CH:36]=[CH:37][CH:38]=3)[NH:33][C:32]=2[CH:31]=1. The catalyst is CN(C=O)C. The product is [CH:31]1[C:32]2[NH:33][C:34]3[C:39](=[CH:38][CH:37]=[CH:36][CH:35]=3)[C:40]=2[CH:41]=[CH:42][C:30]=1[O:29][C:2]1[C:11]2[C:6](=[CH:7][C:8]([O:14][CH2:15][CH2:16][CH2:17][N:18]3[CH2:22][CH2:21][CH2:20][CH2:19]3)=[C:9]([O:12][CH3:13])[CH:10]=2)[N:5]=[CH:4][N:3]=1. The yield is 0.220. (8) The reactants are [N:1]1[CH:6]=[CH:5][CH:4]=[C:3]([N:7]([CH2:30][CH2:31][C:32]([O:34][CH2:35][CH3:36])=[O:33])[C:8]([C:10]2[CH:29]=[CH:28][C:13]3[N:14]([CH3:27])[C:15]([CH2:17][CH2:18][C:19]4[CH:24]=[CH:23][C:22]([C:25]#[N:26])=[CH:21][CH:20]=4)=[N:16][C:12]=3[CH:11]=2)=[O:9])[CH:2]=1.[ClH:37].C(O)C.C(=O)([O-])[O-].[NH4+:45].[NH4+]. The catalyst is ClCCl.C(O)C. The product is [ClH:37].[N:1]1[CH:6]=[CH:5][CH:4]=[C:3]([N:7]([CH2:30][CH2:31][C:32]([O:34][CH2:35][CH3:36])=[O:33])[C:8]([C:10]2[CH:29]=[CH:28][C:13]3[N:14]([CH3:27])[C:15]([CH2:17][CH2:18][C:19]4[CH:24]=[CH:23][C:22]([C:25](=[NH:45])[NH2:26])=[CH:21][CH:20]=4)=[N:16][C:12]=3[CH:11]=2)=[O:9])[CH:2]=1. The yield is 0.910.